From a dataset of Reaction yield outcomes from USPTO patents with 853,638 reactions. Predict the reaction yield, written as a fraction of the theoretical maximum amount of product (1.0 means a 100% yield; for example, 0.34 means a 34% yield). (1) The reactants are Cl[C:2]1[C:7]([CH:8]2[CH2:13][CH2:12][N:11]([CH:14]3[CH2:20][CH2:19][CH2:18][N:17]([C:21]([O:23][CH2:24][CH3:25])=[O:22])[CH2:16][CH2:15]3)[CH2:10][CH2:9]2)=[CH:6][CH:5]=[CH:4][N:3]=1.C(=O)([O-])[O-].[Cs+].[Cs+].Cl.[CH3:33][NH2:34].C1C=CC(P(C2C(C3C(P(C4C=CC=CC=4)C4C=CC=CC=4)=CC=C4C=3C=CC=C4)=C3C(C=CC=C3)=CC=2)C2C=CC=CC=2)=CC=1. The catalyst is C1C=CC(/C=C/C(/C=C/C2C=CC=CC=2)=O)=CC=1.C1C=CC(/C=C/C(/C=C/C2C=CC=CC=2)=O)=CC=1.C1C=CC(/C=C/C(/C=C/C2C=CC=CC=2)=O)=CC=1.[Pd].[Pd].O1CCOCC1. The product is [CH3:33][NH:34][C:2]1[C:7]([CH:8]2[CH2:13][CH2:12][N:11]([CH:14]3[CH2:20][CH2:19][CH2:18][N:17]([C:21]([O:23][CH2:24][CH3:25])=[O:22])[CH2:16][CH2:15]3)[CH2:10][CH2:9]2)=[CH:6][CH:5]=[CH:4][N:3]=1. The yield is 0.350. (2) The reactants are C1(C[O:8][C@H:9]2[CH2:14][CH2:13][CH2:12][CH2:11][C@@H:10]2[NH:15][CH:16]2[CH2:21][CH2:20][N:19]([C:22]([O:24][C:25]([CH3:28])([CH3:27])[CH3:26])=[O:23])[CH2:18][CH2:17]2)C=CC=CC=1.C1CCCCC=1. The catalyst is CCO.[OH-].[OH-].[Pd+2]. The product is [OH:8][C@H:9]1[CH2:14][CH2:13][CH2:12][CH2:11][C@@H:10]1[NH:15][CH:16]1[CH2:17][CH2:18][N:19]([C:22]([O:24][C:25]([CH3:28])([CH3:27])[CH3:26])=[O:23])[CH2:20][CH2:21]1. The yield is 0.980. (3) The reactants are [Br-].Br[C:3]1[CH:4]=[C:5]2[C:10](=[N:11][CH:12]=1)[NH:9][C:8](=[O:13])[CH2:7][CH2:6]2.C(N(C(C)C)CC)(C)C.[C:23]([O:27][C:28](=[O:31])[CH:29]=[CH2:30])([CH3:26])([CH3:25])[CH3:24].C1(C)C=CC=CC=1P(C1C=CC=CC=1C)C1C=CC=CC=1C.C. The catalyst is O.C([O-])(=O)C.C([O-])(=O)C.[Pd+2].C(Cl)Cl.CO.CN(C)C=O.C(#N)C. The product is [O:13]=[C:8]1[NH:9][C:10]2[N:11]=[CH:12][C:3](/[CH:30]=[CH:29]/[C:28]([O:27][C:23]([CH3:26])([CH3:25])[CH3:24])=[O:31])=[CH:4][C:5]=2[CH2:6][CH2:7]1. The yield is 0.820. (4) The reactants are [Cl:1][C:2]1[N:6]=[CH:5][NH:4][N:3]=1.Cl[C:8]1[CH:13]=[CH:12][C:11]([N+:14]([O-:16])=[O:15])=[CH:10][C:9]=1[O:17]C.[OH-].[K+].CS(C)=O. The catalyst is O. The product is [Cl:1][C:2]1[N:6]=[CH:5][N:4]([C:8]2[CH:13]=[CH:12][C:11]([N+:14]([O-:16])=[O:15])=[CH:10][C:9]=2[OH:17])[N:3]=1. The yield is 0.144.